This data is from Full USPTO retrosynthesis dataset with 1.9M reactions from patents (1976-2016). The task is: Predict the reactants needed to synthesize the given product. Given the product [Br:1][CH2:9][C:7]1[CH:8]=[C:3]([F:2])[CH:4]=[CH:5][C:6]=1[O:11][CH3:12], predict the reactants needed to synthesize it. The reactants are: [BrH:1].[F:2][C:3]1[CH:4]=[CH:5][C:6]([O:11][CH3:12])=[C:7]([CH2:9]O)[CH:8]=1.